Dataset: Peptide-MHC class I binding affinity with 185,985 pairs from IEDB/IMGT. Task: Regression. Given a peptide amino acid sequence and an MHC pseudo amino acid sequence, predict their binding affinity value. This is MHC class I binding data. The peptide sequence is VMRSRWSRK. The MHC is HLA-A30:01 with pseudo-sequence HLA-A30:01. The binding affinity (normalized) is 0.779.